Dataset: NCI-60 drug combinations with 297,098 pairs across 59 cell lines. Task: Regression. Given two drug SMILES strings and cell line genomic features, predict the synergy score measuring deviation from expected non-interaction effect. (1) Drug 1: C1CCC(C1)C(CC#N)N2C=C(C=N2)C3=C4C=CNC4=NC=N3. Drug 2: CC1=CC=C(C=C1)C2=CC(=NN2C3=CC=C(C=C3)S(=O)(=O)N)C(F)(F)F. Cell line: SK-MEL-28. Synergy scores: CSS=-1.80, Synergy_ZIP=3.40, Synergy_Bliss=2.34, Synergy_Loewe=-1.23, Synergy_HSA=-2.26. (2) Drug 1: C1=CC(=CC=C1CC(C(=O)O)N)N(CCCl)CCCl.Cl. Drug 2: CC(C1=C(C=CC(=C1Cl)F)Cl)OC2=C(N=CC(=C2)C3=CN(N=C3)C4CCNCC4)N. Cell line: UACC62. Synergy scores: CSS=6.97, Synergy_ZIP=-1.53, Synergy_Bliss=1.57, Synergy_Loewe=0.928, Synergy_HSA=1.75. (3) Drug 1: C1C(C(OC1N2C=C(C(=O)NC2=O)F)CO)O. Cell line: HT29. Synergy scores: CSS=20.4, Synergy_ZIP=-4.63, Synergy_Bliss=-2.81, Synergy_Loewe=-13.8, Synergy_HSA=-3.52. Drug 2: CCC1(CC2CC(C3=C(CCN(C2)C1)C4=CC=CC=C4N3)(C5=C(C=C6C(=C5)C78CCN9C7C(C=CC9)(C(C(C8N6C)(C(=O)OC)O)OC(=O)C)CC)OC)C(=O)OC)O.OS(=O)(=O)O. (4) Drug 1: CC12CCC3C(C1CCC2NC(=O)OCC(F)(F)F)CCC4C3(C=CC(=O)N4C)C. Drug 2: C1CC(CNC1)C2=CC=C(C=C2)N3C=C4C=CC=C(C4=N3)C(=O)N. Cell line: SW-620. Synergy scores: CSS=40.9, Synergy_ZIP=2.83, Synergy_Bliss=1.18, Synergy_Loewe=-10.7, Synergy_HSA=1.40. (5) Drug 1: C1=CC(=CC=C1CC(C(=O)O)N)N(CCCl)CCCl.Cl. Drug 2: CC1C(C(CC(O1)OC2CC(CC3=C2C(=C4C(=C3O)C(=O)C5=C(C4=O)C(=CC=C5)OC)O)(C(=O)CO)O)N)O.Cl. Cell line: ACHN. Synergy scores: CSS=48.3, Synergy_ZIP=-8.58, Synergy_Bliss=-7.24, Synergy_Loewe=-8.52, Synergy_HSA=-4.41.